This data is from Forward reaction prediction with 1.9M reactions from USPTO patents (1976-2016). The task is: Predict the product of the given reaction. Given the reactants [CH3:1][C:2]1[N:3]([C:7]2[CH:12]=[CH:11][C:10]([NH:13][C:14]3[N:15]=[C:16]([CH:31]([C:33]4[CH:38]=[CH:37][CH:36]=[CH:35][CH:34]=4)[CH3:32])[C:17]4[CH2:23][N:22](C(OC(C)(C)C)=O)[CH2:21][CH2:20][C:18]=4[N:19]=3)=[CH:9][CH:8]=2)[CH:4]=[CH:5][N:6]=1.Cl, predict the reaction product. The product is: [CH3:1][C:2]1[N:3]([C:7]2[CH:8]=[CH:9][C:10]([NH:13][C:14]3[N:15]=[C:16]([CH:31]([C:33]4[CH:38]=[CH:37][CH:36]=[CH:35][CH:34]=4)[CH3:32])[C:17]4[CH2:23][NH:22][CH2:21][CH2:20][C:18]=4[N:19]=3)=[CH:11][CH:12]=2)[CH:4]=[CH:5][N:6]=1.